Predict the reactants needed to synthesize the given product. From a dataset of Full USPTO retrosynthesis dataset with 1.9M reactions from patents (1976-2016). Given the product [NH2:26][C:27]1[C:28]([C:34]([NH:11][C:10]2[CH:5]=[N:6][CH:7]=[CH:8][C:9]=2[N:12]2[CH2:17][CH2:16][CH2:15][C@H:14]([O:18][Si:19]([C:22]([CH3:23])([CH3:24])[CH3:25])([CH3:21])[CH3:20])[CH2:13]2)=[O:35])=[N:29][C:30]([Br:33])=[CH:31][CH:32]=1, predict the reactants needed to synthesize it. The reactants are: C([C:5]1[C:10]([NH2:11])=[C:9]([N:12]2[CH2:17][CH2:16][CH2:15][C@H:14]([O:18][Si:19]([C:22]([CH3:25])([CH3:24])[CH3:23])([CH3:21])[CH3:20])[CH2:13]2)[CH:8]=[CH:7][N:6]=1)(C)(C)C.[NH2:26][C:27]1[C:28]([C:34](O)=[O:35])=[N:29][C:30]([Br:33])=[CH:31][CH:32]=1.